Regression/Classification. Given a drug SMILES string, predict its absorption, distribution, metabolism, or excretion properties. Task type varies by dataset: regression for continuous measurements (e.g., permeability, clearance, half-life) or binary classification for categorical outcomes (e.g., BBB penetration, CYP inhibition). Dataset: cyp3a4_veith. From a dataset of CYP3A4 inhibition data for predicting drug metabolism from PubChem BioAssay. (1) The drug is CCC(=O)NC(=S)Nc1ccc(NC(=O)COc2ccc(Cl)cc2Cl)cc1. The result is 1 (inhibitor). (2) The molecule is COc1ccccc1C1/C(=C(/O)c2ccccc2)C(=O)C(=O)N1CCO. The result is 0 (non-inhibitor). (3) The molecule is Cc1nn(C(=O)CN2C(=O)c3ccccc3C2=O)c(C)c1Br. The result is 0 (non-inhibitor).